The task is: Predict the product of the given reaction.. This data is from Forward reaction prediction with 1.9M reactions from USPTO patents (1976-2016). (1) Given the reactants [C:1]([NH:9][C:10]1[CH:15]=[CH:14][C:13]([C:16]2[CH:24]=[C:23]3[C:19]([CH2:20][N:21]([C@@H:26]([CH:30]([CH3:32])[CH3:31])[C:27]([OH:29])=[O:28])[C:22]3=[O:25])=[CH:18][CH:17]=2)=[CH:12][CH:11]=1)(=[O:8])[C:2]1[CH:7]=[CH:6][CH:5]=[CH:4][CH:3]=1.C1(C(NC2C=CC(C3C=C4C(CN([C@@H](C(C)C)C(OC)=O)C4=O)=CC=3)=CC=2)=O)CCCCC1, predict the reaction product. The product is: [CH:2]1([C:1]([NH:9][C:10]2[CH:15]=[CH:14][C:13]([C:16]3[CH:24]=[C:23]4[C:19]([CH2:20][N:21]([C@@H:26]([CH:30]([CH3:32])[CH3:31])[C:27]([OH:29])=[O:28])[C:22]4=[O:25])=[CH:18][CH:17]=3)=[CH:12][CH:11]=2)=[O:8])[CH2:3][CH2:4][CH2:5][CH2:6][CH2:7]1. (2) Given the reactants [C:1]([C:5]1[CH:6]=[C:7]([C:15]2[N:19]([C:20]3[CH:21]=[N:22][C:23]([C:26](=[O:30])[N:27]([CH3:29])[CH3:28])=[CH:24][CH:25]=3)[N:18]=[C:17]([C:31]3[CH:40]=[CH:39][C:34]([C:35]([O:37]C)=[O:36])=[CH:33][CH:32]=3)[CH:16]=2)[CH:8]=[C:9]([C:11]([CH3:14])([CH3:13])[CH3:12])[CH:10]=1)([CH3:4])([CH3:3])[CH3:2].[Li+].[OH-].Cl, predict the reaction product. The product is: [C:1]([C:5]1[CH:6]=[C:7]([C:15]2[N:19]([C:20]3[CH:21]=[N:22][C:23]([C:26](=[O:30])[N:27]([CH3:28])[CH3:29])=[CH:24][CH:25]=3)[N:18]=[C:17]([C:31]3[CH:40]=[CH:39][C:34]([C:35]([OH:37])=[O:36])=[CH:33][CH:32]=3)[CH:16]=2)[CH:8]=[C:9]([C:11]([CH3:14])([CH3:13])[CH3:12])[CH:10]=1)([CH3:2])([CH3:3])[CH3:4]. (3) Given the reactants [Br:1][C:2]1[CH:11]=[C:10]2[C:5]([C:6]([C:13]([O:15]CC)=[CH2:14])=[CH:7][C:8](=[O:12])[O:9]2)=[CH:4][CH:3]=1.[Br:18]N1C(=O)CCC1=O.C1(C)C=CC=CC=1, predict the reaction product. The product is: [Br:1][C:2]1[CH:11]=[C:10]2[C:5]([C:6]([C:13](=[O:14])[CH2:15][Br:18])=[CH:7][C:8](=[O:12])[O:9]2)=[CH:4][CH:3]=1.